Predict the reactants needed to synthesize the given product. From a dataset of Full USPTO retrosynthesis dataset with 1.9M reactions from patents (1976-2016). (1) Given the product [CH:7]([C:6]1[C:2]([CH3:1])=[N:3][N:4]([C:16]2[C:21]([C:22]([O:24][CH3:25])=[O:23])=[CH:20][CH:19]=[CH:18][N:17]=2)[CH:5]=1)=[O:8], predict the reactants needed to synthesize it. The reactants are: [CH3:1][C:2]1[C:6]([CH:7]=[O:8])=[CH:5][NH:4][N:3]=1.C(=O)([O-])[O-].[K+].[K+].F[C:16]1[C:21]([C:22]([O:24][CH3:25])=[O:23])=[CH:20][CH:19]=[CH:18][N:17]=1.CN(C)C=O. (2) The reactants are: Cl[C:2]1[N:3]=[C:4]([N:12]2[CH2:17][CH2:16][O:15][CH2:14][CH2:13]2)[C:5]2[O:10][C:9](I)=[CH:8][C:6]=2[N:7]=1.[CH3:18][O:19][C:20]1[CH:25]=[CH:24][N:23]=[CH:22][C:21]=1B(O)O. Given the product [CH3:18][O:19][C:20]1[CH:25]=[CH:24][N:23]=[CH:22][C:21]=1[C:9]1[O:10][C:5]2[C:4]([N:12]3[CH2:17][CH2:16][O:15][CH2:14][CH2:13]3)=[N:3][C:2]([C:21]3[CH:22]=[N:23][CH:24]=[CH:25][CH:20]=3)=[N:7][C:6]=2[CH:8]=1, predict the reactants needed to synthesize it. (3) Given the product [Cl:1][C:2]1[CH:7]=[CH:6][C:5]([O:8][C:9]2[CH:16]=[CH:15][C:14]([CH2:17][S:18][C:19]3[N:20]([CH3:39])[CH:21]=[C:22]([CH2:26][C:27]4[CH:32]=[N:31][C:30]([O:33][CH3:34])=[N:29][CH:28]=4)[C:23](=[O:25])[N:24]=3)=[CH:13][C:10]=2[C:11]#[N:12])=[CH:4][C:3]=1[C:35]([F:37])([F:38])[F:36], predict the reactants needed to synthesize it. The reactants are: [Cl:1][C:2]1[CH:7]=[CH:6][C:5]([O:8][C:9]2[CH:16]=[CH:15][C:14]([CH2:17][S:18][C:19]3[NH:20][CH:21]=[C:22]([CH2:26][C:27]4[CH:28]=[N:29][C:30]([O:33][CH3:34])=[N:31][CH:32]=4)[C:23](=[O:25])[N:24]=3)=[CH:13][C:10]=2[C:11]#[N:12])=[CH:4][C:3]=1[C:35]([F:38])([F:37])[F:36].[CH3:39]CN(C(C)C)C(C)C.CI. (4) Given the product [CH2:2]([S:24]([C:15]1[CH:20]=[CH:19][CH:18]=[CH:17][C:16]=1[C:21](=[O:23])[CH3:22])(=[O:28])=[O:26])[CH3:11], predict the reactants needed to synthesize it. The reactants are: Cl[C:2]1C=C(C=C[CH:11]=1)C(OO)=O.C(S[C:15]1[CH:20]=[CH:19][CH:18]=[CH:17][C:16]=1[C:21](=[O:23])[CH3:22])C.[S:24]([O-:28])([O-])(=[O:26])=S.[Na+].[Na+]. (5) Given the product [Br:13][C:14]1[C:20]([Cl:21])=[CH:19][C:17]([NH:18][C:2]([NH:46][NH:45][C:43](=[O:44])[CH2:42][C@@H:39]2[CH2:40][CH2:41][N:37]([C:35]([CH:32]3[CH2:34][CH2:33]3)=[O:36])[CH2:38]2)=[O:4])=[C:16]([F:22])[CH:15]=1, predict the reactants needed to synthesize it. The reactants are: Cl[C:2](Cl)([O:4]C(=O)OC(Cl)(Cl)Cl)Cl.[Br:13][C:14]1[C:20]([Cl:21])=[CH:19][C:17]([NH2:18])=[C:16]([F:22])[CH:15]=1.CCN(C(C)C)C(C)C.[CH:32]1([C:35]([N:37]2[CH2:41][CH2:40][C@@H:39]([CH2:42][C:43]([NH:45][NH2:46])=[O:44])[CH2:38]2)=[O:36])[CH2:34][CH2:33]1.